This data is from Catalyst prediction with 721,799 reactions and 888 catalyst types from USPTO. The task is: Predict which catalyst facilitates the given reaction. (1) Reactant: [F:1][C:2]([F:40])([F:39])[CH2:3][O:4][C:5]1[CH:10]=[CH:9][C:8]([NH:11][C:12]([N:14]2[CH2:18][C@@H:17]([O:19][Si:20]([C:33]([CH3:36])([CH3:35])[CH3:34])([C:27]3[CH:32]=[CH:31][CH:30]=[CH:29][CH:28]=3)[C:21]3[CH:26]=[CH:25][CH:24]=[CH:23][CH:22]=3)[CH2:16][C@@H:15]2[CH2:37]O)=[O:13])=[CH:7][CH:6]=1.S(Cl)(C)(=O)=O.CC([O-])(C)C.[K+].[NH4+].[Cl-]. Product: [C:33]([Si:20]([C:21]1[CH:22]=[CH:23][CH:24]=[CH:25][CH:26]=1)([C:27]1[CH:28]=[CH:29][CH:30]=[CH:31][CH:32]=1)[O:19][C@@H:17]1[CH2:18][N:14]2[C:12](=[O:13])[N:11]([C:8]3[CH:7]=[CH:6][C:5]([O:4][CH2:3][C:2]([F:40])([F:39])[F:1])=[CH:10][CH:9]=3)[CH2:37][C@H:15]2[CH2:16]1)([CH3:34])([CH3:35])[CH3:36]. The catalyst class is: 2. (2) The catalyst class is: 3. Product: [CH2:1]([O:3][C:4](=[O:13])[C:5]1[CH:10]=[CH:9][C:8]([OH:11])=[C:7]([O:12][C:15](=[O:18])[CH3:14])[CH:6]=1)[CH3:2]. Reactant: [CH2:1]([O:3][C:4](=[O:13])[C:5]1[CH:10]=[CH:9][C:8]([OH:11])=[C:7]([OH:12])[CH:6]=1)[CH3:2].[CH3:14][C:15]([O-:18])(C)C.[K+].C(OC(=O)C)(=O)C. (3) Reactant: [Cl:1][C:2]1[C:10]([Cl:11])=[C:9]2[C:5]([CH2:6][C:7](=[O:12])[NH:8]2)=[CH:4][CH:3]=1.[Br:13]N1C(=O)CCC1=O. Product: [Br:13][C:3]1[CH:4]=[C:5]2[C:9](=[C:10]([Cl:11])[C:2]=1[Cl:1])[NH:8][C:7](=[O:12])[CH2:6]2. The catalyst class is: 10. (4) Reactant: [C:1]([C@:3]([CH2:27][C:28]1[CH:29]=[N:30][CH:31]=[CH:32][CH:33]=1)([C@H:8]([C:19]1[CH:24]=[CH:23][CH:22]=[CH:21][C:20]=1[O:25][CH3:26])[C:9]1[C:18]2[C:13](=[CH:14][CH:15]=[CH:16][CH:17]=2)[CH:12]=[CH:11][CH:10]=1)[C:4]([O:6][CH3:7])=[O:5])#[N:2]. Product: [C:1]([C@@:3]([CH2:27][C:28]1[CH:29]=[N:30][CH:31]=[CH:32][CH:33]=1)([C@@H:8]([C:19]1[CH:24]=[CH:23][CH:22]=[CH:21][C:20]=1[O:25][CH3:26])[C:9]1[C:18]2[C:13](=[CH:14][CH:15]=[CH:16][CH:17]=2)[CH:12]=[CH:11][CH:10]=1)[C:4]([O:6][CH3:7])=[O:5])#[N:2]. The catalyst class is: 2. (5) Reactant: Br[C:2]([CH3:4])=[CH2:3].[Li]C(C)(C)C.[CH2:10]([O:17][C:18]([NH:20][C@@H:21]([CH2:28][C:29]1[CH:34]=[CH:33][C:32]([CH2:35][NH:36][C:37]([O:39][C:40]([CH3:43])([CH3:42])[CH3:41])=[O:38])=[CH:31][CH:30]=1)[C:22](N(OC)C)=[O:23])=[O:19])[C:11]1[CH:16]=[CH:15][CH:14]=[CH:13][CH:12]=1.CCOC(C)=O. Product: [C:40]([O:39][C:37]([NH:36][CH2:35][C:32]1[CH:33]=[CH:34][C:29]([CH2:28][C@H:21]([NH:20][C:18](=[O:19])[O:17][CH2:10][C:11]2[CH:16]=[CH:15][CH:14]=[CH:13][CH:12]=2)[C:22](=[O:23])[C:2]([CH3:4])=[CH2:3])=[CH:30][CH:31]=1)=[O:38])([CH3:43])([CH3:42])[CH3:41]. The catalyst class is: 1. (6) The catalyst class is: 61. Reactant: Br.Br.Br[CH2:4][C:5]1[N:6]=[C:7]([C:10]2[CH:15]=[CH:14][N:13]=[CH:12][CH:11]=2)[NH:8][CH:9]=1.CN(C=O)C.C(N(CC)CC)C.[N-:28]=[N+:29]=[N-:30].[Na+]. Product: [N:28]([CH2:4][C:5]1[NH:6][C:7]([C:10]2[CH:15]=[CH:14][N:13]=[CH:12][CH:11]=2)=[N:8][CH:9]=1)=[N+:29]=[N-:30].